From a dataset of Full USPTO retrosynthesis dataset with 1.9M reactions from patents (1976-2016). Predict the reactants needed to synthesize the given product. (1) Given the product [N+:15]([C:11]1[CH:10]=[C:9]([N:1]2[CH2:6][CH2:5][NH:4][CH2:3][C:2]2=[O:7])[CH:14]=[CH:13][CH:12]=1)([O-:17])=[O:16], predict the reactants needed to synthesize it. The reactants are: [NH:1]1[CH2:6][CH2:5][NH:4][CH2:3][C:2]1=[O:7].I[C:9]1[CH:14]=[CH:13][CH:12]=[C:11]([N+:15]([O-:17])=[O:16])[CH:10]=1. (2) Given the product [Cl:12][C:13]1[CH:18]=[CH:17][C:16]([C@H:19]([NH:22][C:2]2[C:3]([F:10])=[C:4]([CH:7]=[CH:8][CH:9]=2)[CH2:5][N:24]2[CH2:27][CH:26]([C:28]([OH:30])=[O:29])[CH2:25]2)[CH2:20][CH3:21])=[CH:15][C:14]=1[CH3:23], predict the reactants needed to synthesize it. The reactants are: Br[C:2]1[C:3]([F:10])=[C:4]([CH:7]=[CH:8][CH:9]=1)[CH:5]=O.Cl.[Cl:12][C:13]1[CH:18]=[CH:17][C:16]([C@H:19]([NH2:22])[CH2:20][CH3:21])=[CH:15][C:14]=1[CH3:23].[NH:24]1[CH2:27][CH:26]([C:28]([OH:30])=[O:29])[CH2:25]1. (3) Given the product [F:10][C:4]1[CH:3]=[C:2]([CH:20]2[CH2:11][CH:19]2[C:18]([O:22][CH2:23][CH3:24])=[O:21])[CH:7]=[C:6]([F:8])[C:5]=1[OH:9], predict the reactants needed to synthesize it. The reactants are: Br[C:2]1[CH:7]=[C:6]([F:8])[C:5]([OH:9])=[C:4]([F:10])[CH:3]=1.[CH2:11](N(CC)CC)C.[C:18]([O:22][CH2:23][CH3:24])(=[O:21])[CH:19]=[CH2:20].CC1C(P(C2C(C)=CC=CC=2)C2C(C)=CC=CC=2)=CC=CC=1.